The task is: Predict the product of the given reaction.. This data is from Forward reaction prediction with 1.9M reactions from USPTO patents (1976-2016). (1) Given the reactants [CH2:1]([C@H:8]1[CH2:12][O:11][C:10](=[O:13])[NH:9]1)[C:2]1[CH:7]=[CH:6][CH:5]=[CH:4][CH:3]=1.C1COCC1.C([Li])CCC.[CH3:24][CH:25]([CH3:31])[CH2:26][CH2:27][C:28](Cl)=[O:29].C([O-])(O)=O.[Na+], predict the reaction product. The product is: [CH2:1]([C@H:8]1[CH2:12][O:11][C:10](=[O:13])[N:9]1[C:28](=[O:29])[CH2:27][CH2:26][CH:25]([CH3:31])[CH3:24])[C:2]1[CH:3]=[CH:4][CH:5]=[CH:6][CH:7]=1. (2) Given the reactants [Cl:1][C:2]1[CH:7]=[CH:6][C:5]([C@@H:8]([C:27]2[CH:32]=[CH:31][CH:30]=[C:29]([C:33]3[O:34][C:35](=[O:38])[NH:36][N:37]=3)[CH:28]=2)[N:9]2[CH2:12][CH:11]([C@@H:13]([C:18]3[CH:19]=[C:20]([CH:23]=[C:24]([F:26])[CH:25]=3)[C:21]#[N:22])[C:14]([F:17])([CH3:16])[CH3:15])[CH2:10]2)=[CH:4][CH:3]=1.Cl.C(O)(C)C, predict the reaction product. The product is: [ClH:1].[Cl:1][C:2]1[CH:7]=[CH:6][C:5]([C@@H:8]([C:27]2[CH:32]=[CH:31][CH:30]=[C:29]([C:33]3[O:34][C:35](=[O:38])[NH:36][N:37]=3)[CH:28]=2)[N:9]2[CH2:12][CH:11]([C@@H:13]([C:18]3[CH:19]=[C:20]([CH:23]=[C:24]([F:26])[CH:25]=3)[C:21]#[N:22])[C:14]([F:17])([CH3:16])[CH3:15])[CH2:10]2)=[CH:4][CH:3]=1. (3) Given the reactants C[O:2][C:3]([C:5]1[O:6][C:7]2[CH:13]=[CH:12][C:11]([NH:14][C:15]([C:17]3[C:18]([C:23]4[CH:28]=[CH:27][C:26]([C:29]([F:32])([F:31])[F:30])=[CH:25][CH:24]=4)=[CH:19][CH:20]=[CH:21][CH:22]=3)=[O:16])=[CH:10][C:8]=2[CH:9]=1)=[O:4].[Li+].[OH-], predict the reaction product. The product is: [F:32][C:29]([F:30])([F:31])[C:26]1[CH:25]=[CH:24][C:23]([C:18]2[C:17]([C:15]([NH:14][C:11]3[CH:12]=[CH:13][C:7]4[O:6][C:5]([C:3]([OH:4])=[O:2])=[CH:9][C:8]=4[CH:10]=3)=[O:16])=[CH:22][CH:21]=[CH:20][CH:19]=2)=[CH:28][CH:27]=1.